This data is from Peptide-MHC class I binding affinity with 185,985 pairs from IEDB/IMGT. The task is: Regression. Given a peptide amino acid sequence and an MHC pseudo amino acid sequence, predict their binding affinity value. This is MHC class I binding data. (1) The peptide sequence is DRYPANAIV. The MHC is HLA-A26:01 with pseudo-sequence HLA-A26:01. The binding affinity (normalized) is 0.0847. (2) The peptide sequence is GQLEEAPPTNP. The MHC is Mamu-B03 with pseudo-sequence Mamu-B03. The binding affinity (normalized) is 0. (3) The peptide sequence is AKIALAVYK. The MHC is HLA-B15:17 with pseudo-sequence HLA-B15:17. The binding affinity (normalized) is 0.0847. (4) The peptide sequence is EEDEGEELF. The MHC is HLA-B39:01 with pseudo-sequence HLA-B39:01. The binding affinity (normalized) is 0.0847. (5) The peptide sequence is ELYENKPDV. The MHC is HLA-A03:01 with pseudo-sequence HLA-A03:01. The binding affinity (normalized) is 0.0847. (6) The peptide sequence is RSLYNTVAVLY. The MHC is HLA-B15:01 with pseudo-sequence HLA-B15:01. The binding affinity (normalized) is 0.336. (7) The peptide sequence is INTLESMMK. The MHC is HLA-B27:05 with pseudo-sequence HLA-B27:05. The binding affinity (normalized) is 0.0847.